This data is from Full USPTO retrosynthesis dataset with 1.9M reactions from patents (1976-2016). The task is: Predict the reactants needed to synthesize the given product. Given the product [NH2:22][C:3]1[C:2]([C:35]2[CH:34]=[C:33]([NH:37][C:38](=[O:41])[CH2:39][CH3:40])[CH:32]=[CH:31][CH:36]=2)=[C:7]([O:8][C:9]2[CH:14]=[CH:13][C:12]([O:15][C:16]3[CH:21]=[CH:20][CH:19]=[CH:18][CH:17]=3)=[CH:11][CH:10]=2)[CH:6]=[CH:5][N:4]=1, predict the reactants needed to synthesize it. The reactants are: I[C:2]1[C:3]([NH2:22])=[N:4][CH:5]=[CH:6][C:7]=1[O:8][C:9]1[CH:14]=[CH:13][C:12]([O:15][C:16]2[CH:21]=[CH:20][CH:19]=[CH:18][CH:17]=2)=[CH:11][CH:10]=1.CC1(C)C(C)(C)OB([C:31]2[CH:32]=[C:33]([NH:37][C:38](=[O:41])[CH2:39][CH3:40])[CH:34]=[CH:35][CH:36]=2)O1.